The task is: Predict the reaction yield, written as a fraction of the theoretical maximum amount of product (1.0 means a 100% yield; for example, 0.34 means a 34% yield).. This data is from Reaction yield outcomes from USPTO patents with 853,638 reactions. The reactants are [CH3:1][O:2][C:3](=[O:27])[C:4]1[CH:9]=[CH:8][C:7]([S:10](=[O:23])(=[O:22])[NH:11][C:12]2[CH:13]=[CH:14][CH:15]=[C:16]3[C:21]=2[N:20]=[CH:19][CH:18]=[CH:17]3)=[C:6]([N+:24]([O-])=O)[CH:5]=1.Cl[Sn]Cl. The catalyst is Cl.CCO. The product is [CH3:1][O:2][C:3](=[O:27])[C:4]1[CH:9]=[CH:8][C:7]([S:10](=[O:23])(=[O:22])[NH:11][C:12]2[CH:13]=[CH:14][CH:15]=[C:16]3[C:21]=2[N:20]=[CH:19][CH:18]=[CH:17]3)=[C:6]([NH2:24])[CH:5]=1. The yield is 0.880.